The task is: Predict the reactants needed to synthesize the given product.. This data is from Full USPTO retrosynthesis dataset with 1.9M reactions from patents (1976-2016). (1) Given the product [CH3:1][O:2][C:3]([C@@H:5]1[CH2:10][CH2:9][CH2:8][N:7]([C:11](=[O:29])[C@@H:12]([NH:14][C:15](=[O:28])[C@@H:16]([NH:20][C:21](=[O:23])[C@@:69]([CH3:81])([CH2:73][O:74][CH2:75][CH2:30][Si:31]([CH3:33])([CH3:42])[CH3:32])/[CH:68]=[CH:67]/[C:61]2([C@H:119]([O:118][C:115](=[O:117])[CH3:116])[CH3:120])[CH:60]=[C:59]3[C:64]([CH:65]=[CH:66][CH:57]=[N:58]3)=[CH:63][CH2:62]2)[CH:17]([CH3:18])[CH3:19])[CH3:13])[NH:6]1)=[O:4], predict the reactants needed to synthesize it. The reactants are: [CH3:1][O:2][C:3]([C@@H:5]1[CH2:10][CH2:9][CH2:8][N:7]([C:11](=[O:29])[C@@H:12]([NH:14][C:15](=[O:28])[C@@H:16]([NH:20][C:21]([O:23]C(C)(C)C)=O)[CH:17]([CH3:19])[CH3:18])[CH3:13])[NH:6]1)=[O:4].[CH3:30][Si:31](OS(C(F)(F)F)(=O)=O)([CH3:33])[CH3:32].[CH:42](N(CC)C(C)C)(C)C.C(O[C@@H]([C:57]1[CH:66]=[CH:65][C:64]2[C:59](=[CH:60][C:61](/[CH:67]=[CH:68]/[C@:69]([CH3:81])([CH2:73][O:74][CH2:75]C[Si](C)(C)C)C(O)=O)=[CH:62][CH:63]=2)[N:58]=1)C)(=O)C.C[NH3+].F[P-](F)(F)(F)(F)F.N1(OC(N(C)C)=[N+](C)C)C2N=CC=CC=2N=N1.F[P-](F)(F)(F)(F)F.[C:115]([O:118][CH2:119][CH3:120])(=[O:117])[CH3:116]. (2) Given the product [ClH:31].[CH3:35][O:34][CH2:33][CH2:32][N:26]([CH2:25][C@H:21]1[CH2:22][CH2:23][CH2:24][N:19]([C:17]2[C:16]3[C:11](=[CH:12][C:13]([CH3:30])=[CH:14][CH:15]=3)[N:10]=[C:9]([C:3]3[C:4]([OH:8])=[CH:5][CH:6]=[CH:7][C:2]=3[F:1])[N:18]=2)[CH2:20]1)[C:27](=[O:28])[OH:29], predict the reactants needed to synthesize it. The reactants are: [F:1][C:2]1[CH:7]=[CH:6][CH:5]=[C:4]([OH:8])[C:3]=1[C:9]1[N:18]=[C:17]([N:19]2[CH2:24][CH2:23][CH2:22][C@@H:21]([CH2:25][NH:26][C:27](=[O:29])[O-:28])[CH2:20]2)[C:16]2[C:11](=[CH:12][C:13]([CH3:30])=[CH:14][CH:15]=2)[N:10]=1.[ClH:31].[CH3:32][CH2:33][O:34][CH2:35]C. (3) Given the product [C:1]([C:3]1[CH:4]=[C:5]([C:13]2[O:17][N:16]=[C:15]([C:18]3[CH:23]=[CH:22][C:21]([O:24][CH2:25][CH2:26][CH2:27][CH2:28][C:29]([OH:31])=[O:30])=[CH:20][C:19]=3[O:34][CH3:35])[N:14]=2)[CH:6]=[CH:7][C:8]=1[O:9][CH:10]([CH3:11])[CH3:12])#[N:2], predict the reactants needed to synthesize it. The reactants are: [C:1]([C:3]1[CH:4]=[C:5]([C:13]2[O:17][N:16]=[C:15]([C:18]3[CH:23]=[CH:22][C:21]([O:24][CH2:25][CH2:26][CH2:27][CH2:28][C:29]([O:31]CC)=[O:30])=[CH:20][C:19]=3[O:34][CH3:35])[N:14]=2)[CH:6]=[CH:7][C:8]=1[O:9][CH:10]([CH3:12])[CH3:11])#[N:2].[OH-].[Na+]. (4) Given the product [F:1][C:2]1[CH:3]=[C:4]([N+:20]([O-:22])=[O:21])[C:5]([NH:9][C@H:10]([C:13]2[CH:18]=[CH:17][C:16]([F:19])=[CH:15][N:14]=2)[CH2:11][OH:12])=[N:6][C:7]=1[NH:29][C:26]1[CH:25]=[C:24]([CH3:23])[NH:28][N:27]=1, predict the reactants needed to synthesize it. The reactants are: [F:1][C:2]1[CH:3]=[C:4]([N+:20]([O-:22])=[O:21])[C:5]([NH:9][C@H:10]([C:13]2[CH:18]=[CH:17][C:16]([F:19])=[CH:15][N:14]=2)[CH2:11][OH:12])=[N:6][C:7]=1F.[CH3:23][C:24]1[NH:28][N:27]=[C:26]([NH2:29])[CH:25]=1. (5) Given the product [CH2:21]([N:23]1[CH:27]=[C:26]([C:9]2[CH:14]=[CH:13][N:12]=[C:11]([NH:15][C:16](=[O:19])[CH2:17][CH3:18])[CH:10]=2)[C:25]([C:29]2[S:30][CH:31]=[CH:32][CH:33]=2)=[N:24]1)[CH3:22], predict the reactants needed to synthesize it. The reactants are: CC1(C)C(C)(C)OB([C:9]2[CH:14]=[CH:13][N:12]=[C:11]([NH:15][C:16](=[O:19])[CH2:17][CH3:18])[CH:10]=2)O1.[CH2:21]([N:23]1[CH:27]=[C:26](I)[C:25]([C:29]2[S:30][CH:31]=[CH:32][CH:33]=2)=[N:24]1)[CH3:22].C(=O)([O-])[O-].[Na+].[Na+]. (6) Given the product [OH:6][C:7]1[CH:8]=[C:9]2[C:14](=[CH:15][C:16]=1[O:17][CH3:18])[N:13]=[CH:12][N:11]=[C:10]2[NH:19][C:20]1[CH:25]=[C:24]([NH:26][C:27]([C:29]2[CH:34]=[CH:33][N:32]=[C:31]([N:35]3[CH2:36][CH2:37][O:38][CH2:39][CH2:40]3)[CH:30]=2)=[O:28])[CH:23]=[CH:22][C:21]=1[CH3:41], predict the reactants needed to synthesize it. The reactants are: Cl.Cl.C([O:6][C:7]1[CH:8]=[C:9]2[C:14](=[CH:15][C:16]=1[O:17][CH3:18])[N:13]=[CH:12][N:11]=[C:10]2[NH:19][C:20]1[CH:25]=[C:24]([NH:26][C:27]([C:29]2[CH:34]=[CH:33][N:32]=[C:31]([N:35]3[CH2:40][CH2:39][O:38][CH2:37][CH2:36]3)[CH:30]=2)=[O:28])[CH:23]=[CH:22][C:21]=1[CH3:41])(=O)C.N. (7) Given the product [C:14]([C:18]1[CH:34]=[CH:33][C:21]([CH2:22][N:23]([CH2:24][CH2:25][C:26]2[CH:31]=[CH:30][C:29]([F:32])=[CH:28][CH:27]=2)[C:11]([C:8]2[CH:9]=[CH:10][C:2]([F:1])=[C:3]3[C:7]=2[NH:6][CH:5]=[CH:4]3)=[O:13])=[CH:20][CH:19]=1)([CH3:17])([CH3:15])[CH3:16], predict the reactants needed to synthesize it. The reactants are: [F:1][C:2]1[CH:10]=[CH:9][C:8]([C:11]([OH:13])=O)=[C:7]2[C:3]=1[CH:4]=[CH:5][NH:6]2.[C:14]([C:18]1[CH:34]=[CH:33][C:21]([CH2:22][NH:23][CH2:24][CH2:25][C:26]2[CH:31]=[CH:30][C:29]([F:32])=[CH:28][CH:27]=2)=[CH:20][CH:19]=1)([CH3:17])([CH3:16])[CH3:15].C(Cl)Cl.CCN=C=NCCCN(C)C.Cl. (8) Given the product [Cl:1][C:2]1[C:3]2[C:10]([Cl:12])=[CH:9][NH:8][C:4]=2[N:5]=[CH:6][N:7]=1, predict the reactants needed to synthesize it. The reactants are: [Cl:1][C:2]1[C:3]2[C:10](C)=[CH:9][NH:8][C:4]=2[N:5]=[CH:6][N:7]=1.[Cl:12]N1C(=O)CCC1=O. (9) Given the product [NH:1]1[C:5]2=[N:6][CH:7]=[C:8]([C:10]3[C:18]4[C:17]([NH:19][C@H:20]([C:22]5[N:27]([C:28]6[CH:33]=[CH:32][CH:31]=[CH:30][CH:29]=6)[C:26](=[O:34])[C:25]6=[C:35]([CH3:38])[CH:36]=[CH:37][N:24]6[N:23]=5)[CH3:21])=[N:16][CH:15]=[N:14][C:13]=4[NH:12][CH:11]=3)[CH:9]=[C:4]2[CH:3]=[CH:2]1, predict the reactants needed to synthesize it. The reactants are: [NH:1]1[C:5]2=[N:6][CH:7]=[C:8]([C:10]3[C:18]4[C:17]([NH:19][C@H:20]([C:22]5[N:27]([C:28]6[CH:33]=[CH:32][CH:31]=[CH:30][CH:29]=6)[C:26](=[O:34])[C:25]6=[C:35]([CH3:38])[CH:36]=[CH:37][N:24]6[N:23]=5)[CH3:21])=[N:16][CH:15]=[N:14][C:13]=4[N:12](COCC[Si](C)(C)C)[CH:11]=3)[CH:9]=[C:4]2[CH:3]=[CH:2]1.FC(F)(F)C(O)=O.N. (10) Given the product [C:1]([N:4]1[CH2:9][CH2:8][C:7]2[S:10][C:11]([C:13]3[CH:18]=[CH:17][C:16]([OH:19])=[CH:15][CH:14]=3)=[N:12][C:6]=2[CH2:5]1)(=[O:3])[CH3:2], predict the reactants needed to synthesize it. The reactants are: [C:1]([N:4]1[CH2:9][CH2:8][C:7]2[S:10][C:11]([C:13]3[CH:18]=[CH:17][C:16]([O:19]CC4C=CC=CC=4)=[CH:15][CH:14]=3)=[N:12][C:6]=2[CH2:5]1)(=[O:3])[CH3:2].B(Br)(Br)Br.O.